This data is from Forward reaction prediction with 1.9M reactions from USPTO patents (1976-2016). The task is: Predict the product of the given reaction. (1) Given the reactants [CH2:1]([C:8]1[CH:9]=[N:10][C:11]2[C:16]([C:17]=1Br)=[CH:15][CH:14]=[CH:13][C:12]=2[Cl:19])[C:2]1[CH:7]=[CH:6][CH:5]=[CH:4][CH:3]=1.[OH:20]C1C=C(B(O)O)C=CC=1, predict the reaction product. The product is: [Cl:19][C:12]1[CH:13]=[CH:14][CH:15]=[C:16]2[C:11]=1[N:10]=[CH:9][C:8]([CH3:17])=[C:1]2[C:2]1[CH:3]=[C:4]([OH:20])[CH:5]=[CH:6][CH:7]=1. (2) The product is: [CH2:14]([C:13]([C:10]1[CH:11]=[CH:12][C:7]([OH:6])=[C:8]([CH3:34])[CH:9]=1)([C:18]1[CH:23]=[CH:22][C:21]([C:24]#[C:25][CH:26]([C:28]2([CH2:31][CH3:32])[CH2:29][CH2:30]2)[OH:27])=[C:20]([CH3:33])[CH:19]=1)[CH2:16][CH3:17])[CH3:15]. Given the reactants C([Si](C)(C)[O:6][C:7]1[CH:12]=[CH:11][C:10]([C:13]([C:18]2[CH:23]=[CH:22][C:21]([C:24]#[C:25][CH:26]([C:28]3([CH2:31][CH3:32])[CH2:30][CH2:29]3)[OH:27])=[C:20]([CH3:33])[CH:19]=2)([CH2:16][CH3:17])[CH2:14][CH3:15])=[CH:9][C:8]=1[CH3:34])(C)(C)C.[F-].C([N+](CCCC)(CCCC)CCCC)CCC, predict the reaction product. (3) Given the reactants [F:1][C:2]1[C:3]([O:20][CH3:21])=[C:4]([CH:8]([CH3:19])[CH:9]([CH3:18])[C:10]([OH:17])([C:13]([F:16])([F:15])[F:14])[CH:11]=O)[CH:5]=[CH:6][CH:7]=1.[NH2:22][C:23]1[CH:32]=[C:31]([F:33])[CH:30]=[C:29]2[C:24]=1[CH:25]=[N:26][C:27]([CH3:34])=[N:28]2.O, predict the reaction product. The product is: [F:1][C:2]1[C:3]([O:20][CH3:21])=[C:4]([CH:8]([CH3:19])[CH:9]([CH3:18])[C:10]([C:13]([F:16])([F:15])[F:14])([OH:17])[CH:11]=[N:22][C:23]2[CH:32]=[C:31]([F:33])[CH:30]=[C:29]3[C:24]=2[CH:25]=[N:26][C:27]([CH3:34])=[N:28]3)[CH:5]=[CH:6][CH:7]=1. (4) Given the reactants [Cl:1][C:2]1[CH:7]=[CH:6][C:5]([C:8]2([CH2:29][OH:30])[CH2:13][CH2:12][N:11]([C:14]3[C:15]4[N:16]([N:20]=[C:21]([NH:23][C:24]5[CH:25]=[N:26][NH:27][CH:28]=5)[N:22]=4)[CH:17]=[CH:18][CH:19]=3)[CH2:10][CH2:9]2)=[CH:4][CH:3]=1.C([O-])([O-])=O.[Cs+].[Cs+].[C:37]([O:41][C:42](=[O:45])[CH2:43]Br)([CH3:40])([CH3:39])[CH3:38], predict the reaction product. The product is: [C:37]([O:41][C:42](=[O:45])[CH2:43][N:26]1[CH:25]=[C:24]([NH:23][C:21]2[N:22]=[C:15]3[C:14]([N:11]4[CH2:10][CH2:9][C:8]([C:5]5[CH:6]=[CH:7][C:2]([Cl:1])=[CH:3][CH:4]=5)([CH2:29][OH:30])[CH2:13][CH2:12]4)=[CH:19][CH:18]=[CH:17][N:16]3[N:20]=2)[CH:28]=[N:27]1)([CH3:40])([CH3:39])[CH3:38]. (5) The product is: [F:16][C:14]([F:15])([F:17])[C:12]1[CH:11]=[N:10][N:9]([C:6]2[CH:5]=[CH:4][C:3]([OH:2])=[CH:8][CH:7]=2)[CH:13]=1. Given the reactants C[O:2][C:3]1[CH:8]=[CH:7][C:6]([N:9]2[CH:13]=[C:12]([C:14]([F:17])([F:16])[F:15])[CH:11]=[N:10]2)=[CH:5][CH:4]=1.[Cl-].[Cl-].[Cl-].[Al+3].C(S)CCCCCCCCCCC, predict the reaction product. (6) Given the reactants [NH:1]1[C:9]2[C:4](=[CH:5][CH:6]=[CH:7][CH:8]=2)[CH:3]=[C:2]1[C:10]([OH:12])=O.F[P-](F)(F)(F)(F)F.[N:20]1([O:29][C:30](N(C)C)=[N+](C)C)[C:24]2C=CC=CC=2N=N1.C(N(CC)CC)C.Cl.CNOC, predict the reaction product. The product is: [CH3:30][O:29][N:20]([CH3:24])[C:10]([C:2]1[NH:1][C:9]2[C:4]([CH:3]=1)=[CH:5][CH:6]=[CH:7][CH:8]=2)=[O:12]. (7) Given the reactants Cl[C:2]1[CH:7]=[C:6]([C:8]2[CH:13]=[CH:12][C:11]([C:14]([F:17])([F:16])[F:15])=[CH:10][CH:9]=2)[CH:5]=[C:4]([C:18]([F:21])([F:20])[F:19])[N:3]=1.[I:22][C:23]1[N:24]=[CH:25][NH:26][CH:27]=1, predict the reaction product. The product is: [I:22][C:23]1[N:24]=[CH:25][N:26]([C:2]2[CH:7]=[C:6]([C:8]3[CH:13]=[CH:12][C:11]([C:14]([F:17])([F:16])[F:15])=[CH:10][CH:9]=3)[CH:5]=[C:4]([C:18]([F:21])([F:20])[F:19])[N:3]=2)[CH:27]=1.